Task: Regression. Given two drug SMILES strings and cell line genomic features, predict the synergy score measuring deviation from expected non-interaction effect.. Dataset: NCI-60 drug combinations with 297,098 pairs across 59 cell lines (1) Drug 1: CC1C(C(=O)NC(C(=O)N2CCCC2C(=O)N(CC(=O)N(C(C(=O)O1)C(C)C)C)C)C(C)C)NC(=O)C3=C4C(=C(C=C3)C)OC5=C(C(=O)C(=C(C5=N4)C(=O)NC6C(OC(=O)C(N(C(=O)CN(C(=O)C7CCCN7C(=O)C(NC6=O)C(C)C)C)C)C(C)C)C)N)C. Drug 2: CC1=C(N=C(N=C1N)C(CC(=O)N)NCC(C(=O)N)N)C(=O)NC(C(C2=CN=CN2)OC3C(C(C(C(O3)CO)O)O)OC4C(C(C(C(O4)CO)O)OC(=O)N)O)C(=O)NC(C)C(C(C)C(=O)NC(C(C)O)C(=O)NCCC5=NC(=CS5)C6=NC(=CS6)C(=O)NCCC[S+](C)C)O. Cell line: OVCAR-8. Synergy scores: CSS=30.5, Synergy_ZIP=-7.05, Synergy_Bliss=-0.0895, Synergy_Loewe=0.742, Synergy_HSA=1.87. (2) Drug 1: CC(C)(C1=NC(=CC=C1)N2C3=NC(=NC=C3C(=O)N2CC=C)NC4=CC=C(C=C4)N5CCN(CC5)C)O. Drug 2: COCCOC1=C(C=C2C(=C1)C(=NC=N2)NC3=CC=CC(=C3)C#C)OCCOC. Cell line: HT29. Synergy scores: CSS=59.2, Synergy_ZIP=7.76, Synergy_Bliss=9.63, Synergy_Loewe=6.02, Synergy_HSA=12.1. (3) Drug 1: CN(C)N=NC1=C(NC=N1)C(=O)N. Drug 2: C1CN(CCN1C(=O)CCBr)C(=O)CCBr. Cell line: SW-620. Synergy scores: CSS=-4.89, Synergy_ZIP=-3.69, Synergy_Bliss=-8.64, Synergy_Loewe=-21.0, Synergy_HSA=-12.2. (4) Drug 1: CC1C(C(CC(O1)OC2CC(CC3=C2C(=C4C(=C3O)C(=O)C5=C(C4=O)C(=CC=C5)OC)O)(C(=O)C)O)N)O.Cl. Synergy scores: CSS=20.4, Synergy_ZIP=-12.9, Synergy_Bliss=-7.67, Synergy_Loewe=-9.39, Synergy_HSA=-4.92. Drug 2: C1=C(C(=O)NC(=O)N1)N(CCCl)CCCl. Cell line: MCF7. (5) Drug 1: CCC(=C(C1=CC=CC=C1)C2=CC=C(C=C2)OCCN(C)C)C3=CC=CC=C3.C(C(=O)O)C(CC(=O)O)(C(=O)O)O. Drug 2: COCCOC1=C(C=C2C(=C1)C(=NC=N2)NC3=CC=CC(=C3)C#C)OCCOC.Cl. Cell line: NCI-H322M. Synergy scores: CSS=33.6, Synergy_ZIP=2.69, Synergy_Bliss=5.67, Synergy_Loewe=1.15, Synergy_HSA=7.88. (6) Drug 1: CCCCCOC(=O)NC1=NC(=O)N(C=C1F)C2C(C(C(O2)C)O)O. Drug 2: C1C(C(OC1N2C=NC3=C2NC=NCC3O)CO)O. Cell line: MDA-MB-231. Synergy scores: CSS=-1.36, Synergy_ZIP=1.37, Synergy_Bliss=1.23, Synergy_Loewe=-1.72, Synergy_HSA=-2.16.